Dataset: Forward reaction prediction with 1.9M reactions from USPTO patents (1976-2016). Task: Predict the product of the given reaction. (1) Given the reactants [I:1][C:2]1[CH:3]=[C:4]2[C:9](=[CH:10][CH:11]=1)[N:8]=[CH:7][NH:6][C:5]2=O.C1(P(Cl)([Cl:21])=O)C=CC=CC=1.C(OC(C)C)(C)C, predict the reaction product. The product is: [Cl:21][C:5]1[C:4]2[C:9](=[CH:10][CH:11]=[C:2]([I:1])[CH:3]=2)[N:8]=[CH:7][N:6]=1. (2) Given the reactants [CH3:1][O:2][C:3]1[CH:8]=[CH:7][C:6]([CH:9]2[CH2:14][CH2:13][C:12](=[O:15])[CH2:11][CH2:10]2)=[CH:5][CH:4]=1.[BH4-].[Na+], predict the reaction product. The product is: [CH3:1][O:2][C:3]1[CH:4]=[CH:5][C:6]([C@H:9]2[CH2:14][CH2:13][C@H:12]([OH:15])[CH2:11][CH2:10]2)=[CH:7][CH:8]=1. (3) Given the reactants I[C:2]1[CH:11]=[C:10]2[C:5]([CH:6]=[C:7]([C:18]3[CH:19]=[CH:20][C:21]4[O:26][CH2:25][C:24](=[O:27])[NH:23][C:22]=4[CH:28]=3)[CH:8]([C:12]3[CH:17]=[CH:16][CH:15]=[CH:14][CH:13]=3)[O:9]2)=[CH:4][CH:3]=1.[CH2:29]([CH2:31][NH2:32])[OH:30].N1CCC[C@H]1C(O)=O.C(=O)([O-])[O-].[K+].[K+].[Cl-].[NH4+], predict the reaction product. The product is: [OH:30][CH2:29][CH2:31][NH:32][C:2]1[CH:11]=[C:10]2[C:5]([CH:6]=[C:7]([C:18]3[CH:19]=[CH:20][C:21]4[O:26][CH2:25][C:24](=[O:27])[NH:23][C:22]=4[CH:28]=3)[CH:8]([C:12]3[CH:17]=[CH:16][CH:15]=[CH:14][CH:13]=3)[O:9]2)=[CH:4][CH:3]=1. (4) Given the reactants [CH2:1]([O:8][C:9]([NH:11][C@@H:12]1[CH2:21][C:20]2[CH:19]=[C:18]([O:22][C:23]3[CH:24]=[CH:25][C:26]([NH:33]C(OC(C)(C)C)=O)=[C:27]([CH:32]=3)[C:28]([O:30][CH3:31])=[O:29])[CH:17]=[CH:16][C:15]=2[CH2:14][CH2:13]1)=[O:10])[C:2]1[CH:7]=[CH:6][CH:5]=[CH:4][CH:3]=1.Cl, predict the reaction product. The product is: [NH2:33][C:26]1[CH:25]=[CH:24][C:23]([O:22][C:18]2[CH:17]=[CH:16][C:15]3[CH2:14][CH2:13][C@H:12]([NH:11][C:9]([O:8][CH2:1][C:2]4[CH:3]=[CH:4][CH:5]=[CH:6][CH:7]=4)=[O:10])[CH2:21][C:20]=3[CH:19]=2)=[CH:32][C:27]=1[C:28]([O:30][CH3:31])=[O:29]. (5) Given the reactants [F:1][C:2]1[C:7]([N+:8]([O-])=O)=[CH:6][CH:5]=[C:4]([F:11])[C:3]=1[CH2:12][OH:13], predict the reaction product. The product is: [NH2:8][C:7]1[C:2]([F:1])=[C:3]([CH2:12][OH:13])[C:4]([F:11])=[CH:5][CH:6]=1. (6) The product is: [CH:41]1([C:44]#[C:45][CH2:46][NH:47][C:34](=[O:35])[C:33]2[CH:37]=[CH:38][CH:39]=[N:40][C:32]=2[NH:31][C:27]2[CH:26]=[C:25]3[C:30]([C:22](/[CH:21]=[CH:20]/[C:15]4[CH:14]=[C:13]([CH3:12])[CH:18]=[C:17]([CH3:19])[N:16]=4)=[N:23][NH:24]3)=[CH:29][CH:28]=2)[CH2:43][CH2:42]1. Given the reactants C1(C)C=CC(S(O)(=O)=O)=CC=1.[CH3:12][C:13]1[CH:18]=[C:17]([CH3:19])[N:16]=[C:15]([CH:20]=[CH:21][C:22]2[C:30]3[C:25](=[CH:26][C:27]([NH:31][C:32]4[N:40]=[CH:39][CH:38]=[CH:37][C:33]=4[C:34](O)=[O:35])=[CH:28][CH:29]=3)[NH:24][N:23]=2)[CH:14]=1.[CH:41]1([C:44]#[C:45][CH2:46][NH2:47])[CH2:43][CH2:42]1, predict the reaction product.